Regression. Given two drug SMILES strings and cell line genomic features, predict the synergy score measuring deviation from expected non-interaction effect. From a dataset of NCI-60 drug combinations with 297,098 pairs across 59 cell lines. (1) Drug 1: C1=CC=C(C(=C1)C(C2=CC=C(C=C2)Cl)C(Cl)Cl)Cl. Drug 2: CC(C)NC(=O)C1=CC=C(C=C1)CNNC.Cl. Cell line: MALME-3M. Synergy scores: CSS=3.17, Synergy_ZIP=0.245, Synergy_Bliss=3.09, Synergy_Loewe=5.07, Synergy_HSA=1.83. (2) Drug 1: C1CC(=O)NC(=O)C1N2CC3=C(C2=O)C=CC=C3N. Drug 2: CCN(CC)CCCC(C)NC1=C2C=C(C=CC2=NC3=C1C=CC(=C3)Cl)OC. Cell line: NCI-H226. Synergy scores: CSS=22.3, Synergy_ZIP=-2.18, Synergy_Bliss=6.61, Synergy_Loewe=-0.847, Synergy_HSA=6.61.